This data is from NCI-60 drug combinations with 297,098 pairs across 59 cell lines. The task is: Regression. Given two drug SMILES strings and cell line genomic features, predict the synergy score measuring deviation from expected non-interaction effect. (1) Drug 1: C#CCC(CC1=CN=C2C(=N1)C(=NC(=N2)N)N)C3=CC=C(C=C3)C(=O)NC(CCC(=O)O)C(=O)O. Drug 2: CC1C(C(CC(O1)OC2CC(CC3=C2C(=C4C(=C3O)C(=O)C5=C(C4=O)C(=CC=C5)OC)O)(C(=O)CO)O)N)O.Cl. Cell line: RPMI-8226. Synergy scores: CSS=61.8, Synergy_ZIP=-2.16, Synergy_Bliss=-1.87, Synergy_Loewe=1.53, Synergy_HSA=1.92. (2) Drug 1: CC1=C(C=C(C=C1)C(=O)NC2=CC(=CC(=C2)C(F)(F)F)N3C=C(N=C3)C)NC4=NC=CC(=N4)C5=CN=CC=C5. Drug 2: CN(CCCl)CCCl.Cl. Cell line: T-47D. Synergy scores: CSS=31.9, Synergy_ZIP=-6.90, Synergy_Bliss=0.752, Synergy_Loewe=0.282, Synergy_HSA=2.41. (3) Drug 1: C1CCN(CC1)CCOC2=CC=C(C=C2)C(=O)C3=C(SC4=C3C=CC(=C4)O)C5=CC=C(C=C5)O. Drug 2: C1=NC2=C(N1)C(=S)N=CN2. Cell line: HCT116. Synergy scores: CSS=35.0, Synergy_ZIP=-0.255, Synergy_Bliss=1.83, Synergy_Loewe=-6.91, Synergy_HSA=0.635. (4) Drug 1: CC1=C(C(=CC=C1)Cl)NC(=O)C2=CN=C(S2)NC3=CC(=NC(=N3)C)N4CCN(CC4)CCO. Drug 2: CN(C(=O)NC(C=O)C(C(C(CO)O)O)O)N=O. Cell line: NCIH23. Synergy scores: CSS=13.6, Synergy_ZIP=-2.49, Synergy_Bliss=-2.04, Synergy_Loewe=-15.1, Synergy_HSA=-2.53. (5) Drug 1: CC1=CC=C(C=C1)C2=CC(=NN2C3=CC=C(C=C3)S(=O)(=O)N)C(F)(F)F. Drug 2: C(CC(=O)O)C(=O)CN.Cl. Cell line: SN12C. Synergy scores: CSS=13.5, Synergy_ZIP=-0.612, Synergy_Bliss=-0.910, Synergy_Loewe=3.25, Synergy_HSA=0.515.